Predict the product of the given reaction. From a dataset of Forward reaction prediction with 1.9M reactions from USPTO patents (1976-2016). Given the reactants [CH3:1][C:2]1[C:11]2[C:6](=[CH:7][CH:8]=[C:9]([C:12]#[N:13])[CH:10]=2)[N:5]=[CH:4][CH:3]=1.[Se](=O)=[O:15], predict the reaction product. The product is: [CH:1]([C:2]1[C:11]2[C:6](=[CH:7][CH:8]=[C:9]([C:12]#[N:13])[CH:10]=2)[N:5]=[CH:4][CH:3]=1)=[O:15].